Dataset: Orexin1 receptor HTS with 218,158 compounds and 233 confirmed actives. Task: Binary Classification. Given a drug SMILES string, predict its activity (active/inactive) in a high-throughput screening assay against a specified biological target. (1) The compound is Clc1c(n2nc(c(OCC(=O)Nc3cc(OC)ccc3)cc2=O)C(OCC)=O)cccc1. The result is 0 (inactive). (2) The molecule is FC(F)(F)C(=O)C=1CCCC1NNC(=O)c1cc(O)ccc1. The result is 0 (inactive). (3) The compound is O=Cc1c2c(n(Cc3cc([N+]([O-])=O)ccc3)c1)cccc2. The result is 0 (inactive). (4) The compound is S(=O)(=O)(N1CCCCC1)c1c(OC)ccc(NC(=O)COC(=O)c2n(ccc2)C)c1. The result is 0 (inactive).